Dataset: Forward reaction prediction with 1.9M reactions from USPTO patents (1976-2016). Task: Predict the product of the given reaction. (1) Given the reactants C[O:2][C:3](=O)[CH2:4][N:5]1[CH:9]=[C:8]([C:10]2[CH:15]=[CH:14][C:13]([Cl:16])=[CH:12][C:11]=2[Cl:17])[N:7]=[C:6]1/[CH:18]=[CH:19]/[C:20]1[CH:25]=[CH:24][C:23]([C:26]2[CH:31]=[CH:30][C:29]([OH:32])=[CH:28][CH:27]=2)=[CH:22][CH:21]=1.[F:34][C:35]1[CH:42]=[CH:41][C:38]([CH2:39][NH2:40])=[CH:37][CH:36]=1, predict the reaction product. The product is: [Cl:17][C:11]1[CH:12]=[C:13]([Cl:16])[CH:14]=[CH:15][C:10]=1[C:8]1[N:7]=[C:6](/[CH:18]=[CH:19]/[C:20]2[CH:25]=[CH:24][C:23]([C:26]3[CH:27]=[CH:28][C:29]([OH:32])=[CH:30][CH:31]=3)=[CH:22][CH:21]=2)[N:5]([CH2:4][C:3]([NH:40][CH2:39][C:38]2[CH:41]=[CH:42][C:35]([F:34])=[CH:36][CH:37]=2)=[O:2])[CH:9]=1. (2) Given the reactants [Cl:1][C:2]1[C:3]([OH:12])=[CH:4][C:5]([OH:11])=[C:6]([CH:10]=1)[C:7]([OH:9])=O.Cl.CN(C)CCCN=C=NCC.C1C=CC2N(O)N=NC=2C=1.[CH3:35][N:36]1[CH2:41][CH2:40][N:39]([C:42]2[CH:43]=[C:44]3[C:48](=[CH:49][CH:50]=2)[CH2:47][NH:46][CH2:45]3)[CH2:38][CH2:37]1.C(N(CC)CC)C, predict the reaction product. The product is: [Cl:1][C:2]1[C:3]([OH:12])=[CH:4][C:5]([OH:11])=[C:6]([C:7]([N:46]2[CH2:45][C:44]3[C:48](=[CH:49][CH:50]=[C:42]([N:39]4[CH2:38][CH2:37][N:36]([CH3:35])[CH2:41][CH2:40]4)[CH:43]=3)[CH2:47]2)=[O:9])[CH:10]=1. (3) Given the reactants [C:1]1([CH2:7][CH2:8][CH2:9][CH2:10][O:11][C:12]2[CH:17]=[C:16]([NH2:18])[C:15]([NH2:19])=[CH:14][CH:13]=2)[CH:6]=[CH:5][CH:4]=[CH:3][CH:2]=1.[O:20]=[C:21]1[C:29]2[C:24](=[CH:25][CH:26]=[CH:27][CH:28]=2)[C:23](=[O:30])[N:22]1[CH2:31][C:32]1[CH:46]=[CH:45][C:35]2[NH:36][C:37]([CH2:39][C:40](OCC)=O)=[N:38][C:34]=2[CH:33]=1, predict the reaction product. The product is: [C:1]1([CH2:7][CH2:8][CH2:9][CH2:10][O:11][C:12]2[CH:13]=[CH:14][C:15]3[NH:19][C:40]([CH2:39][C:37]4[NH:38][C:34]5[CH:33]=[C:32]([CH2:31][N:22]6[C:23](=[O:30])[C:24]7[C:29](=[CH:28][CH:27]=[CH:26][CH:25]=7)[C:21]6=[O:20])[CH:46]=[CH:45][C:35]=5[N:36]=4)=[N:18][C:16]=3[CH:17]=2)[CH:6]=[CH:5][CH:4]=[CH:3][CH:2]=1.